Task: Predict the product of the given reaction.. Dataset: Forward reaction prediction with 1.9M reactions from USPTO patents (1976-2016) (1) Given the reactants [CH3:1][C:2]1[N:3]=[C:4]([C:7]([C:9]2[CH:17]=[CH:16][CH:15]=[CH:14][C:10]=2[C:11](O)=[O:12])=O)[S:5][CH:6]=1.[NH2:18][NH2:19], predict the reaction product. The product is: [CH3:1][C:2]1[N:3]=[C:4]([C:7]2[C:9]3[C:10](=[CH:14][CH:15]=[CH:16][CH:17]=3)[C:11](=[O:12])[NH:19][N:18]=2)[S:5][CH:6]=1. (2) Given the reactants [N:1]1([C:6]2[CH:11]=[CH:10][CH:9]=[CH:8][C:7]=2[CH2:12][C:13]([OH:15])=O)[CH:5]=[N:4][N:3]=[N:2]1.[NH2:16][C:17]1[C:22]([N+:23]([O-:25])=[O:24])=[CH:21][CH:20]=[CH:19][C:18]=1[OH:26].C(Cl)CCl.C1C=CC2N(O)N=NC=2C=1.CCN(C(C)C)C(C)C, predict the reaction product. The product is: [OH:26][C:18]1[CH:19]=[CH:20][CH:21]=[C:22]([N+:23]([O-:25])=[O:24])[C:17]=1[NH:16][C:13](=[O:15])[CH2:12][C:7]1[CH:8]=[CH:9][CH:10]=[CH:11][C:6]=1[N:1]1[CH:5]=[N:4][N:3]=[N:2]1. (3) Given the reactants [CH3:1][O:2][CH2:3][CH2:4][OH:5].[Na].[C:7]([O:11]CC)(=[O:10])[CH:8]=[CH2:9], predict the reaction product. The product is: [CH3:1][O:2][CH2:3][CH2:4][O:5][CH:8]([CH3:9])[C:7]([OH:11])=[O:10].